This data is from Full USPTO retrosynthesis dataset with 1.9M reactions from patents (1976-2016). The task is: Predict the reactants needed to synthesize the given product. (1) Given the product [CH:3](=[N:10][C:11]([CH2:21][CH2:22][CH2:23][CH3:24])([CH2:17][CH2:18][CH2:19][CH3:20])[C:12]([O:14][CH2:15][CH3:16])=[O:13])[C:4]1[CH:9]=[CH:8][CH:7]=[CH:6][CH:5]=1, predict the reactants needed to synthesize it. The reactants are: [H-].[Na+].[CH:3](=[N:10][CH:11]([CH2:17][CH2:18][CH2:19][CH3:20])[C:12]([O:14][CH2:15][CH3:16])=[O:13])[C:4]1[CH:9]=[CH:8][CH:7]=[CH:6][CH:5]=1.[CH2:21](I)[CH2:22][CH2:23][CH3:24].[Cl-].[NH4+]. (2) The reactants are: [Cl:1][C:2]1[CH:45]=[CH:44][C:5]([CH2:6][C@@H:7]([NH:30][CH:31]2[CH2:36][CH2:35][N:34](C(OC(C)(C)C)=O)[CH2:33][CH2:32]2)[C:8]([N:10]2[CH2:15][CH2:14][CH:13]([N:16]([CH:24]3[CH2:29][CH2:28][CH2:27][CH2:26][CH2:25]3)[C:17](=[O:23])[CH:18]([CH2:21][CH3:22])[CH2:19][CH3:20])[CH2:12][CH2:11]2)=[O:9])=[CH:4][CH:3]=1. Given the product [Cl:1][C:2]1[CH:45]=[CH:44][C:5]([CH2:6][C@H:7]([C:8]([N:10]2[CH2:11][CH2:12][CH:13]([N:16]([CH:24]3[CH2:25][CH2:26][CH2:27][CH2:28][CH2:29]3)[C:17](=[O:23])[CH:18]([CH2:21][CH3:22])[CH2:19][CH3:20])[CH2:14][CH2:15]2)=[O:9])[NH:30][CH:31]2[CH2:36][CH2:35][NH:34][CH2:33][CH2:32]2)=[CH:4][CH:3]=1, predict the reactants needed to synthesize it. (3) Given the product [F:1][C:2]1[CH:3]=[CH:4][C:5]([CH:6]2[C:15](=[O:16])[C:14]3[C:9](=[CH:10][CH:11]=[CH:12][CH:13]=3)[O:8][CH2:7]2)=[CH:17][CH:18]=1, predict the reactants needed to synthesize it. The reactants are: [F:1][C:2]1[CH:18]=[CH:17][C:5]([C:6]2[C:15](=[O:16])[C:14]3[C:9](=[CH:10][CH:11]=[CH:12][CH:13]=3)[O:8][CH:7]=2)=[CH:4][CH:3]=1.C(=O)=O.CC(C)=O.CCC(C)[BH-](C(C)CC)C(C)CC.[Li+]. (4) Given the product [O:29]=[C:13]1[C:3]2=[CH:2][NH:1][C:9]3[CH:8]=[CH:7][CH:6]=[C:5]([C:4]=32)[CH2:10][N:11]([C:14]([O:16][C:17]([CH3:20])([CH3:19])[CH3:18])=[O:15])[CH2:12]1, predict the reactants needed to synthesize it. The reactants are: [NH:1]1[C:9]2[CH:8]=[CH:7][CH:6]=[C:5]3[CH2:10][N:11]([C:14]([O:16][C:17]([CH3:20])([CH3:19])[CH3:18])=[O:15])[CH2:12][CH2:13][C:3]([C:4]=23)=[CH:2]1.ClC1C(=O)C(C#N)=C(C#N)C(=[O:29])C=1Cl.